Dataset: Reaction yield outcomes from USPTO patents with 853,638 reactions. Task: Predict the reaction yield, written as a fraction of the theoretical maximum amount of product (1.0 means a 100% yield; for example, 0.34 means a 34% yield). (1) The reactants are [BH4-].[Na+].[CH2:3]([O:10][C:11]1[CH:16]=[CH:15][C:14]([C:17]2[C:26]3[C:21](=[CH:22][C:23]([O:27][CH3:28])=[CH:24][CH:25]=3)[CH2:20][CH2:19][N:18]=2)=[CH:13][CH:12]=1)[C:4]1[CH:9]=[CH:8][CH:7]=[CH:6][CH:5]=1. The catalyst is CO. The product is [CH2:3]([O:10][C:11]1[CH:12]=[CH:13][C:14]([CH:17]2[C:26]3[C:21](=[CH:22][C:23]([O:27][CH3:28])=[CH:24][CH:25]=3)[CH2:20][CH2:19][NH:18]2)=[CH:15][CH:16]=1)[C:4]1[CH:5]=[CH:6][CH:7]=[CH:8][CH:9]=1. The yield is 0.720. (2) The reactants are [Br:1][C:2]1[CH:17]=[CH:16][C:15]([O:18][CH3:19])=[CH:14][C:3]=1[CH2:4][NH:5][C:6]1[C:11]([Cl:12])=[CH:10][N:9]=[C:8](Cl)[N:7]=1.[NH2:20][C:21]1[CH:22]=[C:23]([CH2:27][CH2:28][CH2:29][OH:30])[CH:24]=[CH:25][CH:26]=1.O.C1(C)C=CC(S(O)(=O)=O)=CC=1. The catalyst is O1CCOCC1. The product is [Br:1][C:2]1[CH:17]=[CH:16][C:15]([O:18][CH3:19])=[CH:14][C:3]=1[CH2:4][NH:5][C:6]1[C:11]([Cl:12])=[CH:10][N:9]=[C:8]([NH:20][C:21]2[CH:22]=[C:23]([CH2:27][CH2:28][CH2:29][OH:30])[CH:24]=[CH:25][CH:26]=2)[N:7]=1. The yield is 0.830. (3) The reactants are O=[C:2]1[CH2:7][CH2:6][CH2:5][CH:4]([C:8]([O:10][CH2:11][CH3:12])=[O:9])[CH2:3]1.[C:13]([CH2:15][C:16]([O:18][CH2:19][CH3:20])=[O:17])#[N:14].CC(O)=O. The catalyst is C1(C)C=CC=CC=1. The product is [C:13]([C:15](=[C:2]1[CH2:7][CH2:6][CH2:5][CH:4]([C:8]([O:10][CH2:11][CH3:12])=[O:9])[CH2:3]1)[C:16]([O:18][CH2:19][CH3:20])=[O:17])#[N:14]. The yield is 0.730. (4) The reactants are [Br:1][C:2]1[CH:7]=[CH:6][C:5]([C:8](=[O:21])[CH2:9][C:10]2[CH:15]=[CH:14][C:13]([S:16]([CH3:19])(=[O:18])=[O:17])=[C:12]([F:20])[CH:11]=2)=[CH:4][CH:3]=1.[C:22]([O-:25])(=[O:24])[CH3:23].[C:22]([O-:25])(=[O:24])[CH3:23].[C:22]([O-:25])(=[O:24])[CH3:23].[C:22]([O-:25])(=[O:24])[CH3:23].[Pb+4]. The catalyst is C(O)(=O)C. The product is [C:22]([O:25][CH:9]([C:10]1[CH:15]=[CH:14][C:13]([S:16]([CH3:19])(=[O:17])=[O:18])=[C:12]([F:20])[CH:11]=1)[C:8]([C:5]1[CH:4]=[CH:3][C:2]([Br:1])=[CH:7][CH:6]=1)=[O:21])(=[O:24])[CH3:23]. The yield is 0.630.